The task is: Predict the reactants needed to synthesize the given product.. This data is from Full USPTO retrosynthesis dataset with 1.9M reactions from patents (1976-2016). (1) The reactants are: C(OC(C1C(F)=CC(O[C@@H]2CCCN(C(OC(C)(C)C)=O)C2)=C(C2CC2)C=1)=O)(C)(C)C.[C:32]([O:36][C:37]([C:39]1[C:59]([F:60])=[CH:58][C:42]([O:43][CH2:44][C@@H:45]2[CH2:50][CH2:49][CH2:48][N:47](C(OC(C)(C)C)=O)[CH2:46]2)=[C:41]([CH:61]2[CH2:63][CH2:62]2)[CH:40]=1)=[O:38])(C)(C)C. Given the product [CH:61]1([C:41]2[C:42]([O:43][CH2:44][C@@H:45]3[CH2:50][CH2:49][CH2:48][NH:47][CH2:46]3)=[CH:58][C:59]([F:60])=[C:39]([CH:40]=2)[C:37]([O:36][CH3:32])=[O:38])[CH2:63][CH2:62]1, predict the reactants needed to synthesize it. (2) Given the product [NH2:12][C:9]1[CH:8]=[CH:7][C:6]([CH2:5][C:4]([O:3][CH2:1][CH3:2])=[O:13])=[CH:11][C:10]=1[Cl:14], predict the reactants needed to synthesize it. The reactants are: [CH2:1]([O:3][C:4](=[O:13])[CH2:5][C:6]1[CH:11]=[CH:10][C:9]([NH2:12])=[CH:8][CH:7]=1)[CH3:2].[Cl:14]N1C(=O)CCC1=O. (3) Given the product [C:10]([O:12][CH2:16][CH2:15][CH:14]=[CH2:13])(=[O:11])[CH:2]=[O:9], predict the reactants needed to synthesize it. The reactants are: O.[C:2]([C:10]([OH:12])=[O:11])(=[O:9])C1C=CC=CC=1.[CH2:13](O)[CH2:14][CH:15]=[CH2:16]. (4) Given the product [CH3:3][C:2](=[CH:4][CH2:5][CH2:6]/[C:7](=[CH:9]/[CH2:10][OH:11])/[CH3:8])[CH3:1], predict the reactants needed to synthesize it. The reactants are: [CH3:1][C:2](=[CH:4][CH2:5][CH2:6][CH:7]([CH2:9][CH2:10][OH:11])[CH3:8])[CH3:3].[OH-].[K+].C1OC1.[O-2].[O-2].[O-2].[Mg+2].[Si+4]. (5) Given the product [Br:1][C:2]1[CH:3]=[C:4]2[C@:15]3([CH2:19][S:18][C:17]([NH:20][C:22](=[O:25])[O:23][C:4]([CH3:15])([CH3:5])[CH3:3])=[N:16]3)[C:14]3[C:9](=[CH:10][CH:11]=[C:12]([I:21])[CH:13]=3)[O:8][C:5]2=[N:6][CH:7]=1, predict the reactants needed to synthesize it. The reactants are: [Br:1][C:2]1[CH:3]=[C:4]2[C@:15]3([CH2:19][S:18][C:17]([NH2:20])=[N:16]3)[C:14]3[C:9](=[CH:10][CH:11]=[C:12]([I:21])[CH:13]=3)[O:8][C:5]2=[N:6][CH:7]=1.[C:22](=[O:25])(O)[O-:23].[Na+]. (6) Given the product [CH3:1][O:2][C:3]1[N:8]=[C:7]2[CH:9]=[CH:10][NH:12][C:6]2=[CH:5][CH:4]=1, predict the reactants needed to synthesize it. The reactants are: [CH3:1][O:2][C:3]1[N:8]=[C:7]([CH2:9][C:10]#N)[C:6]([N+:12]([O-])=O)=[CH:5][CH:4]=1. (7) Given the product [C:11]([C:8]1([C:6]2[N:7]=[C:2]([NH:13][C:14]3[S:15][C:16]([C:22]4[C:23]([F:33])=[CH:24][C:25]([C:29]([OH:32])([CH3:30])[CH3:31])=[CH:26][C:27]=4[F:28])=[CH:17][C:18]=3[C:19]([NH2:21])=[O:20])[CH:3]=[CH:4][CH:5]=2)[CH2:10][CH2:9]1)#[N:12], predict the reactants needed to synthesize it. The reactants are: Br[C:2]1[N:7]=[C:6]([C:8]2([C:11]#[N:12])[CH2:10][CH2:9]2)[CH:5]=[CH:4][CH:3]=1.[NH2:13][C:14]1[S:15][C:16]([C:22]2[C:27]([F:28])=[CH:26][C:25]([C:29]([OH:32])([CH3:31])[CH3:30])=[CH:24][C:23]=2[F:33])=[CH:17][C:18]=1[C:19]([NH2:21])=[O:20]. (8) Given the product [Cl:1][C:2]1[CH:3]=[C:4]2[C:8](=[C:9]([CH3:11])[CH:10]=1)[NH:7][CH:6]=[CH:5]2, predict the reactants needed to synthesize it. The reactants are: [Cl:1][C:2]1[CH:3]=[C:4]2[C:8](=[C:9]([CH3:11])[CH:10]=1)[NH:7][C:6](=O)[C:5]2=O.[H-].[Al+3].[Li+].[H-].[H-].[H-].